Dataset: Forward reaction prediction with 1.9M reactions from USPTO patents (1976-2016). Task: Predict the product of the given reaction. (1) Given the reactants [OH:1][CH:2]1[CH2:9][C:4]2([CH2:7][C:6](=[O:8])[CH2:5]2)[CH2:3]1.[CH2:10](O)[CH2:11][OH:12].CC1C=CC(S(O)(=O)=O)=CC=1, predict the reaction product. The product is: [OH:8][CH:6]1[CH2:7][C:4]2([CH2:9][C:2]3([O:12][CH2:11][CH2:10][O:1]3)[CH2:3]2)[CH2:5]1. (2) Given the reactants [Br:1][C:2]1[CH:3]=[C:4]([C:14]([O:16]C)=[O:15])[C:5]2[CH:6]=[CH:7][N:8]([CH:11]([CH3:13])[CH3:12])[C:9]=2[CH:10]=1.[OH-].[Na+].Cl, predict the reaction product. The product is: [Br:1][C:2]1[CH:3]=[C:4]([C:14]([OH:16])=[O:15])[C:5]2[CH:6]=[CH:7][N:8]([CH:11]([CH3:13])[CH3:12])[C:9]=2[CH:10]=1. (3) Given the reactants [F:1][C:2]1[C:7]([F:8])=[CH:6][C:5]([N+:9]([O-:11])=[O:10])=[C:4](F)[N:3]=1.[CH3:13][C:14]1[NH:18][N:17]=[C:16]([NH2:19])[CH:15]=1.CCN(C(C)C)C(C)C, predict the reaction product. The product is: [F:8][C:7]1[CH:6]=[C:5]([N+:9]([O-:11])=[O:10])[C:4]([NH:19][C:16]2[CH:15]=[C:14]([CH3:13])[NH:18][N:17]=2)=[N:3][C:2]=1[F:1]. (4) Given the reactants [CH3:1][S:2]([O:5][CH2:6][CH2:7][C:8]1[N:20]=[C:19]2[N:10]([C:11]([NH:26]CC3C=CC(OC)=CC=3OC)=[N:12][C:13]3[C:18]2=[CH:17][CH:16]=[C:15]2[O:21][C:22]([F:25])([F:24])[O:23][C:14]=32)[N:9]=1)(=[O:4])=[O:3].FC(F)(F)C(O)=O, predict the reaction product. The product is: [CH3:1][S:2]([O:5][CH2:6][CH2:7][C:8]1[N:20]=[C:19]2[N:10]([C:11]([NH2:26])=[N:12][C:13]3[C:18]2=[CH:17][CH:16]=[C:15]2[O:21][C:22]([F:25])([F:24])[O:23][C:14]=32)[N:9]=1)(=[O:3])=[O:4]. (5) Given the reactants [CH3:1][N:2]1[C:7]2[N:8]=[C:9]([N:13]3[CH2:18][CH2:17][N:16](C(OC(C)(C)C)=O)[CH2:15][CH2:14]3)[NH:10][C:11](=[O:12])[C:6]=2[CH2:5][CH2:4][CH2:3]1.[F:26][C:27]([F:32])([F:31])[C:28]([OH:30])=[O:29], predict the reaction product. The product is: [F:26][C:27]([F:32])([F:31])[C:28]([OH:30])=[O:29].[F:26][C:27]([F:32])([F:31])[C:28]([OH:30])=[O:29].[CH3:1][N:2]1[C:7]2[N:8]=[C:9]([N:13]3[CH2:18][CH2:17][NH:16][CH2:15][CH2:14]3)[NH:10][C:11](=[O:12])[C:6]=2[CH2:5][CH2:4][CH2:3]1. (6) The product is: [CH2:1]([O:3][C:4]([C:6]1[CH:14]=[C:13]2[C:9]([C:10]([CH:18]=[O:19])=[C:11]([CH:15]([CH3:16])[CH3:17])[N:12]2[CH2:26][C:27]2[CH:32]=[CH:31][CH:30]=[CH:29][CH:28]=2)=[CH:8][CH:7]=1)=[O:5])[CH3:2]. Given the reactants [CH2:1]([O:3][C:4]([C:6]1[CH:14]=[C:13]2[C:9]([C:10]([CH:18]=[O:19])=[C:11]([CH:15]([CH3:17])[CH3:16])[NH:12]2)=[CH:8][CH:7]=1)=[O:5])[CH3:2].C([O-])([O-])=O.[K+].[K+].[CH2:26](Br)[C:27]1[CH:32]=[CH:31][CH:30]=[CH:29][CH:28]=1, predict the reaction product. (7) The product is: [CH3:45][C:42]([O:41][C:39]([N:8]([C:6]([O:5][C:2]([CH3:1])([CH3:3])[CH3:4])=[O:7])[C:9]([C:11]1[CH:12]=[C:13]([O:38][CH2:46][C:47]2[CH:52]=[CH:51][CH:50]=[CH:49][CH:48]=2)[CH:14]=[C:15]2[C:19]=1[N:18]([C:20]([O:22][C:23]([CH3:24])([CH3:25])[CH3:26])=[O:21])[CH:17]=[C:16]2[CH:27]1[CH2:32][CH2:31][N:30]([S:33]([CH2:36][CH3:37])(=[O:34])=[O:35])[CH2:29][CH2:28]1)=[O:10])=[O:40])([CH3:44])[CH3:43]. Given the reactants [CH3:1][C:2]([O:5][C:6]([N:8]([C:39]([O:41][C:42]([CH3:45])([CH3:44])[CH3:43])=[O:40])[C:9]([C:11]1[CH:12]=[C:13]([OH:38])[CH:14]=[C:15]2[C:19]=1[N:18]([C:20]([O:22][C:23]([CH3:26])([CH3:25])[CH3:24])=[O:21])[CH:17]=[C:16]2[CH:27]1[CH2:32][CH2:31][N:30]([S:33]([CH2:36][CH3:37])(=[O:35])=[O:34])[CH2:29][CH2:28]1)=[O:10])=[O:7])([CH3:4])[CH3:3].[CH2:46](Br)[C:47]1[CH:52]=[CH:51][CH:50]=[CH:49][CH:48]=1.C([O-])([O-])=O.[K+].[K+], predict the reaction product.